From a dataset of Catalyst prediction with 721,799 reactions and 888 catalyst types from USPTO. Predict which catalyst facilitates the given reaction. (1) Reactant: [N:1]1[CH:6]=[CH:5][CH:4]=[CH:3][C:2]=1[C:7]1[C:8]2[CH2:16][CH2:15][N:14](C(OC(C)(C)C)=O)[CH2:13][C:9]=2[N:10]=[CH:11][N:12]=1.C(O)(C(F)(F)F)=O. Product: [N:1]1[CH:6]=[CH:5][CH:4]=[CH:3][C:2]=1[C:7]1[C:8]2[CH2:16][CH2:15][NH:14][CH2:13][C:9]=2[N:10]=[CH:11][N:12]=1. The catalyst class is: 2. (2) The catalyst class is: 269. Product: [ClH:19].[I:1][C:2]1[NH:18][C:5]2=[N:6][CH:7]=[C:8]([NH2:10])[CH:9]=[C:4]2[CH:3]=1.[ClH:19]. Reactant: [I:1][C:2]1[NH:18][C:5]2=[N:6][CH:7]=[C:8]([NH:10]C(=O)OC(C)(C)C)[CH:9]=[C:4]2[CH:3]=1.[ClH:19]. (3) Reactant: [Cl:1][C:2]1[CH:3]=[C:4]([CH:6]=[CH:7][C:8]=1[O:9][C:10]1[CH:15]=[CH:14][C:13]([O:16][CH3:17])=[CH:12][CH:11]=1)[NH2:5].[CH3:18][CH:19]([C:25]([CH3:27])=O)[C:20](OCC)=[O:21].ClC1C(OC2C=CC(OC)=CC=2)=CC=C2C=1C(O)=C(C)C(C)=N2. Product: [Cl:1][C:2]1[CH:3]=[C:4]2[C:6]([C:20]([OH:21])=[C:19]([CH3:18])[C:25]([CH3:27])=[N:5]2)=[CH:7][C:8]=1[O:9][C:10]1[CH:15]=[CH:14][C:13]([O:16][CH3:17])=[CH:12][CH:11]=1. The catalyst class is: 8. (4) Reactant: [C:1]([CH2:3][CH2:4][CH:5]([C:11](=O)[CH3:12])[C:6](OCC)=[O:7])#[N:2].C(=O)(O)O.[NH2:18][C:19]([NH2:21])=[NH:20]. Product: [NH2:21][C:19]1[N:20]=[C:6]([OH:7])[C:5]([CH2:4][CH2:3][C:1]#[N:2])=[C:11]([CH3:12])[N:18]=1. The catalyst class is: 17.